This data is from Experimentally validated miRNA-target interactions with 360,000+ pairs, plus equal number of negative samples. The task is: Binary Classification. Given a miRNA mature sequence and a target amino acid sequence, predict their likelihood of interaction. (1) The miRNA is mmu-miR-1934-5p with sequence UCUGGUCCCCUGCUUCGUCCUCU. The protein sequence of the target gene is MDPSVTLWQFLLQLLREQGNGHIISWTSRDGGEFKLVDAEEVARLWGLRKNKTNMNYDKLSRALRYYYDKNIIRKVSGQKFVYKFVSYPEVAGCSTEDCPPQPEVSVTSAIAMAPATVHAGPGDTATGKPGTPKGAGMTGQGGLARSSRNEYMRSGLYSTFTIQSLQPQPQPPIPPRPASVLPNTTPAGVPAPASGSRSTSPNPLEACLEAEEAGLPLQVILTPPEAPNQKSEELSLDPSFGHPQPPEVKVEGPKEELEAARAGGFSSEAVKAEPEVSASEGLLARLPAILTENTAQVCG.... Result: 0 (no interaction). (2) The miRNA is mmu-miR-449a-5p with sequence UGGCAGUGUAUUGUUAGCUGGU. The protein sequence of the target gene is MGDKGTRVFKKASPNGKLTVYLGKRDFVDHIDLVDPVDGVVLVDPEYLKERRVYVTLTCAFRYGREDLDVLGLTFRKDLFVANVQSFPPAPEDKKPLTRLQERLIKKLGEHACPFTFEIPPNLPCSVTLQPGPEDTGKACGVDYEVKAFCAENLEEKIHKRNSVRLVIRKVQYAPERPGPQPTAETTRQFLMSDKPLHLEASLDKEIYYHGEPISVNVHVTNNTNKTVKKIKISVRQYADICLFNTAQYKCPVAMEEADDNVAPSSTFCKVYTLTPFLANNREKRGLALDGKLKHEDTNL.... Result: 0 (no interaction). (3) The miRNA is hsa-miR-6874-3p with sequence CAGUUCUGCUGUUCUGACUCUAG. The protein sequence of the target gene is MADVSVDQSKLPGVKEVCRDFAVLEDHTLAHSLQEQEIEHHLASNIQRNRLVQHDLQVAKQLQEEDLKAQAQLQKRYKALEQHDCEIAQEIQEKLTIEAERRRIQEKKDEDIARLLQEKELQEEKRRKKHTPEFSGGSVFGDNYYHEDGGMKPRGIKEAVSTPARASHRDQEWYDAEIARKLQEEELLATHVDMRAAQVAQDEEIARLLMAEEKKAYKKAKEREKSSLDKRKHDPECKLKAKSAHSKSKEGDEAHRSKIDRPSRPPPPTMMGLEDTDPTHFTNQHSTTWHLPKSESSQKG.... Result: 0 (no interaction). (4) The miRNA is dre-miR-144-3p with sequence UACAGUAUAGAUGAUGUACU. The protein sequence of the target gene is MDLHTAVYNAAHDGKLPLLQKLLAGRGREELEELLGEVAGGGTPLLIAARRGHLDVVEYLVDHCGASVEASGSVHFDGETIEGAPPLWAASAAGHLAVVRSLLRRGASVNRTTRTNSTPLRAACFDGHLDVVRYLVGEHKADLEVANRHGHTCLMISCYKGHREIARYLLERGAQVNRRSAKGNTALHDCAESGSLEILQLLLGCHARMERDGYGMTPLLAASVTGHTNIVEYLIQEQPGHEQLSGTELPGEGSSQVAGNHCSTPEEAEPYESCCPTSREAAVEALELLGATYVDKKRDL.... Result: 0 (no interaction). (5) The protein sequence of the target gene is MAEAATPGTTATTSGAGAAAATAAAASPTPIPTVTAPSLGAGGGGGGSDGSGGGWTKQVTCRYFMHGVCKEGDNCRYSHDLSDSPYSVVCKYFQRGYCIYGDRCRYEHSKPLKQEEATATELTTKSSLAASSSLSSIVGPLVEMNTGEAESRNSNFATVGAGSEDWVNAIEFVPGQPYCGRTAPSCTEAPLQGSVTKEESEKEQTAVETKKQLCPYAAVGECRYGENCVYLHGDSCDMCGLQVLHPMDAAQRSQHIKSCIEAHEKDMELSFAVQRSKDMVCGICMEVVYEKANPSERRFG.... The miRNA is mmu-miR-3074-2-3p with sequence UGUUUCAGCUCAGUAGGCAC. Result: 0 (no interaction). (6) The miRNA is hsa-miR-504-3p with sequence GGGAGUGCAGGGCAGGGUUUC. The protein sequence of the target gene is MPRRKQQAPKRAAGYAQEEQLKEEEEIKEEEEEEDSGSVAQLQGGNDTGTDEELETGPEQKGCFSYQNSPGSHLSNQDAENESLLSDASDQVSDIKSVCGRDASDKKAHTHVRLPNEAHNCMDKMTAVYANILSDSYWSGLGLGFKLSNSERRNCDTRNGSNKSDFDWHQDALSKSLQQNLPSRSVSKPSLFSSVQLYRQSSKMCGTVFTGASRFRCRQCSAAYDTLVELTVHMNETGHYQDDNRKKDKLRPTSYSKPRKRAFQDMDKEDAQKVLKCMFCGDSFDSLQDLSVHMIKTKHY.... Result: 1 (interaction). (7) The protein sequence of the target gene is MSSEDREAQEDELLALASIYDGDEFRKAESVQGGETRIYLDLPQNFKIFVSGNSNECLQNSGFEYTICFLPPLVLNFELPPDYPSSSPPSFTLSGKWLSPTQLSALCKHLDNLWEEHRGSVVLFAWMQFLKEETLAYLNIVSPFELKIGSQKKVQRRTAQASPNTELDFGGAAGSDVDQEEIVDERAVQDVESLSNLIQEILDFDQAQQIKCFNSKLFLCSICFCEKLGSECMYFLECRHVYCKACLKDYFEIQIRDGQVQCLNCPEPKCPSVATPGQVKELVEAELFARYDRLLLQSSL.... The miRNA is hsa-miR-3199 with sequence AGGGACUGCCUUAGGAGAAAGUU. Result: 1 (interaction). (8) The miRNA is hsa-miR-1226-3p with sequence UCACCAGCCCUGUGUUCCCUAG. The protein sequence of the target gene is MALLRDVSLQDPRDRFELLQRVGAGTYGDVYKARDTVTSELAAVKIVKLDPGDDISSLQQEITILRECRHPNVVAYIGSYLRNDRLWICMEFCGGGSLQEIYHATGPLEERQIAYVCREALKGLHHLHSQGKIHRDIKGANLLLTLQGDVKLADFGVSGELTASVAKRRSFIGTPYWMAPEVAAVERKGGYNELCDVWALGITAIELGELQPPLFHLHPMRALMLMSKSSFQPPKLRDKTRWTQNFHHFLKLALTKNPKKRPTAERLLQHPFTTQHLPPALLTQLLDKASDPHLGTLSPE.... Result: 0 (no interaction). (9) The miRNA is hsa-miR-4715-5p with sequence AAGUUGGCUGCAGUUAAGGUGG. The protein sequence of the target gene is MAKATTIKEALARWEEKTGQRPSEAKEIKLYAQIPPIEKMDASLSMLANCEKLSLSTNCIEKIANLNGLKNLRILSLGRNNIKNLNGLEAVGDTLEELWISYNFIEKLKGIHIMKKLKILYMSNNLVKDWAEFVKLAELPCLEDLVFVGNPLEEKHSAENNWIEEATKRVPKLKKLDGTPVIKGDEEEDN. Result: 1 (interaction).